Dataset: Reaction yield outcomes from USPTO patents with 853,638 reactions. Task: Predict the reaction yield, written as a fraction of the theoretical maximum amount of product (1.0 means a 100% yield; for example, 0.34 means a 34% yield). The catalyst is ClCCl. The yield is 0.900. The product is [Br:2][C:1]([Br:5])=[CH:32][CH:31]([CH2:34][CH2:35][CH2:36][CH2:37][CH2:38][CH2:39][CH2:40][CH3:41])[CH2:25][CH2:26][CH2:27][CH2:28][CH2:29][CH3:30]. The reactants are [C:1]([Br:5])(Br)(Br)[Br:2].C1(P(C2C=CC=CC=2)C2C=CC=CC=2)C=CC=CC=1.[CH2:25]([CH:31]([CH2:34][CH2:35][CH2:36][CH2:37][CH2:38][CH2:39][CH2:40][CH3:41])[CH:32]=O)[CH2:26][CH2:27][CH2:28][CH2:29][CH3:30].O.